This data is from Experimentally validated miRNA-target interactions with 360,000+ pairs, plus equal number of negative samples. The task is: Binary Classification. Given a miRNA mature sequence and a target amino acid sequence, predict their likelihood of interaction. (1) The miRNA is hsa-miR-3136-3p with sequence UGGCCCAACCUAUUCAGUUAGU. The protein sequence of the target gene is MRAGRGGVPGSGGLRAPPPPLLLLLLAMLPAAAPRSPALAAAPAGPSVSLYLSEDEVRRLLGLDAELYYVRNDLISHYALSFNLLVPSETNFLHFTWHAKSKVEYKLGFQVDNFVAMGMPQVNISAQGEVPRTLSVFRVELSCTGKVDSEVMILMQLNLTVNSSKNFTVLNFKRRKMCYKKLEEVKTSALDKNTSRTIYDPVHAAPTTSTRVFYISVGVCCAVIFLVAIILAVLHLHSMKRIELDDSISASSSSQGLSQPSTQTTQYLRADTPNNATPITSSSGYPTLRIEKNDLRSVTL.... Result: 0 (no interaction). (2) The miRNA is hsa-miR-3660 with sequence ACUGACAGGAGAGCAUUUUGA. The protein sequence of the target gene is MAAAALRPPAQGTVTFEDVAVNFSQEEWSLLSEAQRCLYHDVMLENLTLISSLGCWYGAKDETPSKQTLSIQQESPLRTHWTGVCTKKVHLWGMCGPLLGDILHQGTQHNQKLNGFGAYEKKLDDDANHHQDQKQHIGEKSYRSNAKGTSFVKNCKFHMSHEPFIFHEVGKDFLSSLRLLQQEDIHTSGKSNFETKHGIPLQGGKTHYICGESTIPFSNKHSLVLHQRLLPREGPYVCSDSGKFTSKSNSFNNHQGVRTGKRPYQCGQCDESFWYKAHLTEHQRVHTGERPYECGECDKS.... Result: 1 (interaction). (3) The miRNA is bta-miR-154a with sequence UAGGUUAUCCGUGUAGCCUUCG. The protein sequence of the target gene is MDVHDLFRRLGAGAKFDTRRFSADAARFQIGKRKYDFDSSEVLQGLDFFGNKKSVPGVCGASQTHQKPQNGEKKEESLTERKREQSKKKRKTMTSEIASQEEGATIQWMSSVEAKIEDKKVQRESKLTSGKLENLRKEKINFLRNKHKIHVQGTDLPDPIATFQQLDQEYKINSRLLQNILDAGFQMPTPIQMQAIPVMLHGRELLASAPTGSGKTLAFSIPILMQLKQPANKGFRALIISPTRELASQIHRELIKISEGTGFRIHMIHKAAVAAKKFGPKSSKKFDILVTTPNRLIYLL.... Result: 0 (no interaction).